Predict the product of the given reaction. From a dataset of Forward reaction prediction with 1.9M reactions from USPTO patents (1976-2016). (1) The product is: [C:13]([O:17][C:18]([N:20]1[CH2:21][CH2:22][CH:23]([N:26]2[C:30]3=[N:31][CH:32]=[N:33][C:34]([O:12][C:9]4[CH:8]=[CH:7][C:6]([N:1]5[CH:5]=[N:4][CH:3]=[N:2]5)=[CH:11][CH:10]=4)=[C:29]3[CH:28]=[N:27]2)[CH2:24][CH2:25]1)=[O:19])([CH3:16])([CH3:14])[CH3:15]. Given the reactants [N:1]1([C:6]2[CH:11]=[CH:10][C:9]([OH:12])=[CH:8][CH:7]=2)[CH:5]=[N:4][CH:3]=[N:2]1.[C:13]([O:17][C:18]([N:20]1[CH2:25][CH2:24][CH:23]([N:26]2[C:30]3=[N:31][CH:32]=[N:33][C:34](Cl)=[C:29]3[CH:28]=[N:27]2)[CH2:22][CH2:21]1)=[O:19])([CH3:16])([CH3:15])[CH3:14].C(=O)([O-])[O-].[K+].[K+], predict the reaction product. (2) Given the reactants [CH3:1][C:2]1([C:9]2[CH:14]=[CH:13][CH:12]=[C:11]([C:15]([F:18])([F:17])[F:16])[CH:10]=2)[NH:6]C(=O)N[C:3]1=[O:8].Cl.[OH-:20].[Na+], predict the reaction product. The product is: [NH2:6][C:2]([C:9]1[CH:14]=[CH:13][CH:12]=[C:11]([C:15]([F:18])([F:17])[F:16])[CH:10]=1)([CH3:1])[C:3]([OH:20])=[O:8]. (3) Given the reactants C([Sn](CCCC)=O)CCC.[N:11]([Si](C)(C)C)=[N+:12]=[N-:13].[CH2:18]1[C:26]2[C:21](=[CH:22][CH:23]=[CH:24][CH:25]=2)[CH2:20][CH:19]1[NH:27][C:28]1[N:29]=[CH:30][C:31]2[CH2:36][N:35]([C:37](=[O:44])[CH2:38][CH2:39][CH2:40][CH2:41][C:42]#[N:43])[CH2:34][C:32]=2[N:33]=1, predict the reaction product. The product is: [CH2:18]1[C:26]2[C:21](=[CH:22][CH:23]=[CH:24][CH:25]=2)[CH2:20][CH:19]1[NH:27][C:28]1[N:29]=[CH:30][C:31]2[CH2:36][N:35]([C:37](=[O:44])[CH2:38][CH2:39][CH2:40][CH2:41][C:42]3[NH:43][N:13]=[N:12][N:11]=3)[CH2:34][C:32]=2[N:33]=1. (4) Given the reactants I[C:2]1[C:10]2[C:5](=[N:6][CH:7]=[N:8][C:9]=2[NH2:11])[N:4]([CH:12]([C:14]2[CH:15]=[C:16]3[N:21]([C:22]=2[C:23]2[CH:28]=[CH:27][CH:26]=[CH:25][N:24]=2)[CH:20]=[CH:19][CH:18]=[CH:17]3)[CH3:13])[N:3]=1.[OH:29][CH2:30][C:31]1[CH:32]=[C:33](B(O)O)[CH:34]=[CH:35][CH:36]=1.CCO.C([O-])([O-])=O.[Na+].[Na+], predict the reaction product. The product is: [NH2:11][C:9]1[N:8]=[CH:7][N:6]=[C:5]2[N:4]([CH:12]([C:14]3[CH:15]=[C:16]4[N:21]([C:22]=3[C:23]3[CH:28]=[CH:27][CH:26]=[CH:25][N:24]=3)[CH:20]=[CH:19][CH:18]=[CH:17]4)[CH3:13])[N:3]=[C:2]([C:35]3[CH:36]=[C:31]([CH2:30][OH:29])[CH:32]=[CH:33][CH:34]=3)[C:10]=12.